From a dataset of Peptide-MHC class II binding affinity with 134,281 pairs from IEDB. Regression. Given a peptide amino acid sequence and an MHC pseudo amino acid sequence, predict their binding affinity value. This is MHC class II binding data. (1) The peptide sequence is FIFGEARSLYLNTEL. The binding affinity (normalized) is 0.626. The MHC is HLA-DQA10501-DQB10301 with pseudo-sequence HLA-DQA10501-DQB10301. (2) The peptide sequence is SGHVIPACKNLSPSA. The MHC is DRB1_1201 with pseudo-sequence DRB1_1201. The binding affinity (normalized) is 0.0509. (3) The peptide sequence is ALWRVSAEEY. The binding affinity (normalized) is 0. The MHC is DRB1_1302 with pseudo-sequence DRB1_1302. (4) The peptide sequence is PDYKYLMDEEVPA. The MHC is HLA-DQA10501-DQB10301 with pseudo-sequence HLA-DQA10501-DQB10301. The binding affinity (normalized) is 0. (5) The peptide sequence is EVIPTAFKIGKTYTP. The MHC is DRB1_0701 with pseudo-sequence DRB1_0701. The binding affinity (normalized) is 0.497.